The task is: Predict which catalyst facilitates the given reaction.. This data is from Catalyst prediction with 721,799 reactions and 888 catalyst types from USPTO. (1) Reactant: O=[C:2]1[CH2:6][CH2:5][CH2:4][CH:3]1[C:7]([O:9][CH2:10][CH3:11])=[O:8].[CH3:12][C:13]1[N:18]=[C:17]([NH:19][NH2:20])[CH:16]=[CH:15][CH:14]=1. Product: [CH2:10]([O:9][C:7]([CH:3]1[CH2:4][CH2:5][CH2:6][C:2]1=[N:20][NH:19][C:17]1[CH:16]=[CH:15][CH:14]=[C:13]([CH3:12])[N:18]=1)=[O:8])[CH3:11]. The catalyst class is: 8. (2) Reactant: [CH3:1][C:2]1[CH:8]=[C:7]([CH3:9])[CH:6]=[CH:5][C:3]=1[NH2:4].[N+:10]([O-])([OH:12])=[O:11]. Product: [CH3:1][C:2]1[CH:8]=[C:7]([CH3:9])[C:6]([N+:10]([O-:12])=[O:11])=[CH:5][C:3]=1[NH2:4]. The catalyst class is: 82. (3) Reactant: [O:1]([CH2:8][C:9]1[CH:17]=[CH:16][CH:15]=[CH:14][C:10]=1[C:11]([OH:13])=O)[C:2]1[CH:7]=[CH:6][CH:5]=[CH:4][CH:3]=1.FC(F)(F)C(OC(=O)C(F)(F)F)=O.B(F)(F)F.CCOCC. Product: [CH:4]1[C:3]2[C:11](=[O:13])[C:10]3[CH:14]=[CH:15][CH:16]=[CH:17][C:9]=3[CH2:8][O:1][C:2]=2[CH:7]=[CH:6][CH:5]=1. The catalyst class is: 2. (4) Reactant: CC([O-])(C)C.[Na+].Br[C:8]1[CH:9]=[C:10]([CH:44]=[CH:45][CH:46]=1)[CH2:11][O:12][C:13]1[CH:18]=[CH:17][C:16]([C@@H:19]2[CH2:21][C@H:20]2[N:22]([CH:30]2[CH2:35][CH2:34][CH:33]([NH:36][C:37]([O:39][C:40]([CH3:43])([CH3:42])[CH3:41])=[O:38])[CH2:32][CH2:31]2)[C:23](=[O:29])[O:24][C:25]([CH3:28])([CH3:27])[CH3:26])=[CH:15][CH:14]=1.[N:47]1([C:53]([O:55][C:56]([CH3:59])([CH3:58])[CH3:57])=[O:54])[CH2:52][CH2:51][NH:50][CH2:49][CH2:48]1.CC1(C)C2C(=C(P(C3C=CC=CC=3)C3C=CC=CC=3)C=CC=2)OC2C(P(C3C=CC=CC=3)C3C=CC=CC=3)=CC=CC1=2. Product: [C:25]([O:24][C:23]([N:22]([CH:30]1[CH2:35][CH2:34][CH:33]([NH:36][C:37]([O:39][C:40]([CH3:43])([CH3:42])[CH3:41])=[O:38])[CH2:32][CH2:31]1)[C@@H:20]1[CH2:21][C@H:19]1[C:16]1[CH:17]=[CH:18][C:13]([O:12][CH2:11][C:10]2[CH:9]=[C:8]([N:50]3[CH2:49][CH2:48][N:47]([C:53]([O:55][C:56]([CH3:59])([CH3:58])[CH3:57])=[O:54])[CH2:52][CH2:51]3)[CH:46]=[CH:45][CH:44]=2)=[CH:14][CH:15]=1)=[O:29])([CH3:28])([CH3:27])[CH3:26]. The catalyst class is: 62.